This data is from Full USPTO retrosynthesis dataset with 1.9M reactions from patents (1976-2016). The task is: Predict the reactants needed to synthesize the given product. (1) Given the product [C:49]([C:37]1[C:36]([O:53][CH3:54])=[C:35]([C:30]2[CH:31]=[C:32]3[C:27](=[CH:28][CH:29]=2)[CH:26]=[C:25]([NH:60][S:57]([CH3:56])(=[O:59])=[O:58])[CH:34]=[CH:33]3)[CH:40]=[C:39]([N:41]2[CH:46]=[CH:45][C:44](=[O:47])[NH:43][C:42]2=[O:48])[CH:38]=1)([CH3:51])([CH3:50])[CH3:52], predict the reactants needed to synthesize it. The reactants are: [O-]P([O-])([O-])=O.[K+].[K+].[K+].FC(F)(S(O[C:25]1[CH:34]=[CH:33][C:32]2[C:27](=[CH:28][CH:29]=[C:30]([C:35]3[CH:40]=[C:39]([N:41]4[CH:46]=[CH:45][C:44](=[O:47])[NH:43][C:42]4=[O:48])[CH:38]=[C:37]([C:49]([CH3:52])([CH3:51])[CH3:50])[C:36]=3[O:53][CH3:54])[CH:31]=2)[CH:26]=1)(=O)=O)C(F)(F)C(F)(F)C(F)(F)F.[CH3:56][S:57]([NH2:60])(=[O:59])=[O:58]. (2) Given the product [NH2:1][C:2]1[CH:7]=[CH:6][CH:5]=[CH:4][C:3]=1[C:12]1[N:16]([CH3:17])[C:15]([CH3:18])=[N:14][C:13]=1[C:19]#[N:20], predict the reactants needed to synthesize it. The reactants are: [NH2:1][C:2]1[CH:7]=[CH:6][CH:5]=[CH:4][C:3]=1B(O)O.Br[C:12]1[N:16]([CH3:17])[C:15]([CH3:18])=[N:14][C:13]=1[C:19]#[N:20].C(O)CC.C(=O)([O-])[O-].[Na+].[Na+]. (3) Given the product [CH3:1][C:2]1[N:3]([CH2:18][CH2:19][O:20][CH2:21][CH2:22][O:23][CH3:24])[C:4]2[C:9]([CH:10]=1)=[C:8]([C:11]([F:12])([F:14])[F:13])[C:7]([C:15]#[N:16])=[CH:6][CH:5]=2, predict the reactants needed to synthesize it. The reactants are: [CH3:1][C:2]1[NH:3][C:4]2[C:9]([CH:10]=1)=[C:8]([C:11]([F:14])([F:13])[F:12])[C:7]([C:15]#[N:16])=[CH:6][CH:5]=2.Cl[CH2:18][CH2:19][O:20][CH2:21][CH2:22][O:23][CH3:24]. (4) Given the product [F:1][C:2]1[CH:3]=[CH:4][C:5]2[N:6]([C:10]([N:12]([CH3:14])[CH3:13])=[N:9][N:8]=2)[CH:7]=1, predict the reactants needed to synthesize it. The reactants are: [F:1][C:2]1[CH:3]=[CH:4][C:5]([NH:8][NH:9][C:10]([N:12]([CH3:14])[CH3:13])=O)=[N:6][CH:7]=1.C1C=CC(P(C2C=CC=CC=2)C2C=CC=CC=2)=CC=1.CCN(CC)CC.ClC(Cl)(Cl)C(Cl)(Cl)Cl.